Dataset: Forward reaction prediction with 1.9M reactions from USPTO patents (1976-2016). Task: Predict the product of the given reaction. (1) The product is: [NH2:12][C:4]1[CH:3]=[C:2]([C:19]2[CH:20]=[C:15]([CH2:14][OH:13])[CH:16]=[CH:17][CH:18]=2)[N:7]2[N:8]=[C:9]([CH3:11])[CH:10]=[C:6]2[N:5]=1. Given the reactants Cl[C:2]1[N:7]2[N:8]=[C:9]([CH3:11])[CH:10]=[C:6]2[N:5]=[C:4]([NH2:12])[CH:3]=1.[OH:13][CH2:14][C:15]1[CH:16]=[C:17](B(O)O)[CH:18]=[CH:19][CH:20]=1, predict the reaction product. (2) Given the reactants Br[C:2]1[CH:7]=[C:6]([F:8])[C:5]([Br:9])=[CH:4][C:3]=1[F:10].CN(C)[CH:13]=[O:14].[NH4+].[Cl-], predict the reaction product. The product is: [Br:9][C:5]1[C:6]([F:8])=[CH:7][C:2]([CH:13]=[O:14])=[C:3]([F:10])[CH:4]=1. (3) Given the reactants Br[C:2]1[S:3][CH:4]=[CH:5][N:6]=1.[CH3:7][NH:8][CH2:9][CH2:10][OH:11], predict the reaction product. The product is: [CH3:7][N:8]([CH2:9][CH2:10][OH:11])[C:2]1[S:3][CH:4]=[CH:5][N:6]=1. (4) Given the reactants [CH3:1][O:2][C:3]1[CH:11]=[C:10]([O:12][CH3:13])[CH:9]=[C:8]2[C:4]=1[C:5](=[O:15])C(=O)[NH:7]2.[OH-].[Na+].OO.CC[N:22]=C=NCCCN(C)C.C1C=CC2N(O)N=NC=2C=1, predict the reaction product. The product is: [NH2:7][C:8]1[CH:9]=[C:10]([O:12][CH3:13])[CH:11]=[C:3]([O:2][CH3:1])[C:4]=1[C:5]([NH2:22])=[O:15]. (5) The product is: [CH3:34][N:35]([CH:37]=[N:30][S:29]([C:26]1[CH:25]=[CH:24][C:23]([C:17]2[C:16]([CH3:33])=[C:15]([C:12]3[CH:11]=[CH:10][C:9]([O:8][CH3:7])=[CH:14][CH:13]=3)[S:19][C:18]=2[C:20]([N:41]([O:5][CH3:1])[CH3:39])=[O:21])=[CH:28][CH:27]=1)(=[O:31])=[O:32])[CH3:36]. Given the reactants [C:1](Cl)(=[O:5])C(Cl)=O.[CH3:7][O:8][C:9]1[CH:14]=[CH:13][C:12]([C:15]2[S:19][C:18]([C:20](O)=[O:21])=[C:17]([C:23]3[CH:28]=[CH:27][C:26]([S:29](=[O:32])(=[O:31])[NH2:30])=[CH:25][CH:24]=3)[C:16]=2[CH3:33])=[CH:11][CH:10]=1.[CH3:34][N:35]([CH:37]=O)[CH3:36].[CH2:39]([N:41](CC)CC)C, predict the reaction product. (6) Given the reactants COC([N:5]1[C:13]2[C:8](=[C:9]([NH:14][C:15]([O:17]N3C(=O)CCC3=O)=O)[CH:10]=[CH:11][CH:12]=2)[CH:7]=[N:6]1)=O.[O:25]1[C:30]2[CH:31]=[CH:32][CH:33]=[CH:34][C:29]=2[O:28][CH2:27][CH:26]1[CH2:35][NH2:36].C(N(C(C)C)CC)(C)C.C(N(CC)CC)C, predict the reaction product. The product is: [O:25]1[C:30]2[CH:31]=[CH:32][CH:33]=[CH:34][C:29]=2[O:28][CH2:27][CH:26]1[CH2:35][NH:36][C:15]([NH:14][C:9]1[CH:10]=[CH:11][CH:12]=[C:13]2[C:8]=1[CH:7]=[N:6][NH:5]2)=[O:17].